Dataset: Reaction yield outcomes from USPTO patents with 853,638 reactions. Task: Predict the reaction yield, written as a fraction of the theoretical maximum amount of product (1.0 means a 100% yield; for example, 0.34 means a 34% yield). (1) The yield is 0.830. The catalyst is OS(O)(=O)=O. The product is [F:1][C:2]1[CH:13]=[C:12]([F:14])[C:11]([N+:15]([O-:17])=[O:16])=[CH:10][C:3]=1[OH:4]. The reactants are [F:1][C:2]1[CH:13]=[C:12]([F:14])[CH:11]=[CH:10][C:3]=1[O:4]C(OCC)=O.[N+:15]([O-])([OH:17])=[O:16].C(=O)(O)[O-].[Na+]. (2) The reactants are [Cl:1][C:2]1[CH:3]=[C:4]2[C:8](=[C:9]([N+:11]([O-:13])=[O:12])[CH:10]=1)[NH:7][C:6]([Si](C)(C)C)=[C:5]2[C:18]1[CH:23]=[CH:22][CH:21]=[CH:20][CH:19]=1.[F-].C([N+](CCCC)(CCCC)CCCC)CCC. The catalyst is O1CCCC1.O. The product is [Cl:1][C:2]1[CH:3]=[C:4]2[C:8](=[C:9]([N+:11]([O-:13])=[O:12])[CH:10]=1)[NH:7][CH:6]=[C:5]2[C:18]1[CH:23]=[CH:22][CH:21]=[CH:20][CH:19]=1. The yield is 1.00. (3) The reactants are [C:1]([O:5][C:6]([NH:8][CH:9]([CH2:13][CH3:14])[C:10]([OH:12])=O)=[O:7])([CH3:4])([CH3:3])[CH3:2].CN([C:18]([O:22][N:23]1N=NC2C=CC=C[C:24]1=2)=[N+](C)C)C.F[P-](F)(F)(F)(F)F.CCN(C(C)C)C(C)C.Cl.CNOC. The catalyst is CN(C=O)C. The product is [CH3:18][O:22][N:23]([CH3:24])[C:10]([CH:9]([NH:8][C:6](=[O:7])[O:5][C:1]([CH3:2])([CH3:3])[CH3:4])[CH2:13][CH3:14])=[O:12]. The yield is 0.630.